From a dataset of Tyrosyl-DNA phosphodiesterase HTS with 341,365 compounds. Binary Classification. Given a drug SMILES string, predict its activity (active/inactive) in a high-throughput screening assay against a specified biological target. (1) The result is 0 (inactive). The compound is S1(=O)(=O)N=C(SCC(=O)Nc2ccc(NC(=O)C)cc2)Nc2c1cccc2. (2) The molecule is S(c1n(CCCC)c(nn1)c1c(occ1)C)CC(OCC)=O. The result is 0 (inactive). (3) The compound is O=c1c2c(n(CC(=O)Nc3c(ccc(c3)C)C)cc1C(=O)c1ccc(cc1)CC)nc(cc2)C. The result is 0 (inactive). (4) The compound is Fc1ccc(C(=O)Nc2oc(nn2)C=2OCCOC2)cc1. The result is 0 (inactive). (5) The molecule is O=C1N(c2c(CC)cccc2)C(=O)NC(=O)C1. The result is 0 (inactive). (6) The molecule is S(c1n(c(nn1)C1CCCCC1)CC=C)CC(=O)NC1CCCCC1. The result is 0 (inactive). (7) The drug is Brc1ccc(c2onc(C(=O)N3CCOCC3)c2)cc1. The result is 0 (inactive).